This data is from Full USPTO retrosynthesis dataset with 1.9M reactions from patents (1976-2016). The task is: Predict the reactants needed to synthesize the given product. (1) The reactants are: [Br:1][C:2]1[CH:7]=[CH:6][C:5]([S:8]([N:11]2[CH:15]=[CH:14][C:13](/[CH:16]=[CH:17]/[C:18]([OH:20])=O)=[CH:12]2)(=[O:10])=[O:9])=[CH:4][CH:3]=1.C[N:22](C=O)C.[O:26]1[CH2:31][CH2:30][CH2:29][CH2:28][CH:27]1[O:32]N. Given the product [Br:1][C:2]1[CH:3]=[CH:4][C:5]([S:8]([N:11]2[CH:15]=[CH:14][C:13](/[CH:16]=[C:17](/[O:32][CH:27]3[CH2:28][CH2:29][CH2:30][CH2:31][O:26]3)\[C:18]([NH2:22])=[O:20])=[CH:12]2)(=[O:9])=[O:10])=[CH:6][CH:7]=1, predict the reactants needed to synthesize it. (2) Given the product [Cl:3][C:4]1[CH:34]=[CH:33][CH:32]=[CH:31][C:5]=1[CH2:6][O:7][C:8](=[O:30])[NH:9][C:10]1[CH:14]=[N:13][N:12]([CH2:15][C:16]2[N:17]=[C:18]([CH2:21][OH:22])[O:19][CH:20]=2)[N:11]=1, predict the reactants needed to synthesize it. The reactants are: N#N.[Cl:3][C:4]1[CH:34]=[CH:33][CH:32]=[CH:31][C:5]=1[CH2:6][O:7][C:8](=[O:30])[NH:9][C:10]1[CH:14]=[N:13][N:12]([CH2:15][C:16]2[N:17]=[C:18]([C:21](C)(C)[O:22][SiH2]C(C)(C)C)[O:19][CH:20]=2)[N:11]=1.CCCC[N+](CCCC)(CCCC)CCCC.[F-].[NH4+].[Cl-]. (3) The reactants are: C([O:5][C:6]([N:8]1[CH2:13][CH2:12][CH:11]([C:14]2[CH:15]=[N:16][CH:17]=[C:18]([C:22]3[CH:23]=[N:24][C:25]4[N:26]([C:32](=[O:34])[NH2:33])[CH2:27][CH2:28][CH2:29][C:30]=4[CH:31]=3)[C:19]=2[C:20]#[N:21])[CH2:10][CH2:9]1)=O)(C)(C)C.F[C:36](F)(F)C(O)=O. Given the product [C:6]([N:8]1[CH2:9][CH2:10][CH:11]([C:14]2[CH:15]=[N:16][CH:17]=[C:18]([C:22]3[CH:31]=[C:30]4[C:25](=[N:24][CH:23]=3)[N:26]([C:32]([NH2:33])=[O:34])[CH2:27][CH2:28][CH2:29]4)[C:19]=2[C:20]#[N:21])[CH2:12][CH2:13]1)(=[O:5])[CH3:36], predict the reactants needed to synthesize it. (4) Given the product [Br:22][C:19]1[CH:20]=[CH:21][C:13]2[C:12]3[N:9]=[C:7]([NH:6][C:3]([CH3:5])([CH3:4])[CH2:2][OH:1])[S:8][C:11]=3[CH2:17][CH2:16][O:15][C:14]=2[CH:18]=1, predict the reactants needed to synthesize it. The reactants are: [OH:1][CH2:2][C:3]([NH:6][C:7]([NH2:9])=[S:8])([CH3:5])[CH3:4].Br[CH:11]1[CH2:17][CH2:16][O:15][C:14]2[CH:18]=[C:19]([Br:22])[CH:20]=[CH:21][C:13]=2[C:12]1=O.